From a dataset of Full USPTO retrosynthesis dataset with 1.9M reactions from patents (1976-2016). Predict the reactants needed to synthesize the given product. (1) Given the product [C:1]([O:5][C:6]([NH:8][C@@H:9]([C:11]1[C:12]([F:40])=[C:13]([C:17]2[CH:22]=[C:21]([NH:44][CH2:43][CH2:42][F:41])[CH:20]=[C:19]([CH2:24][O:25][C:26]3[CH:31]=[CH:30][CH:29]=[CH:28][C:27]=3[CH2:32][C:33]([O:35][C:36]([CH3:39])([CH3:38])[CH3:37])=[O:34])[CH:18]=2)[CH:14]=[CH:15][CH:16]=1)[CH3:10])=[O:7])([CH3:4])([CH3:3])[CH3:2], predict the reactants needed to synthesize it. The reactants are: [C:1]([O:5][C:6]([NH:8][C@@H:9]([C:11]1[C:12]([F:40])=[C:13]([C:17]2[CH:22]=[C:21](Cl)[CH:20]=[C:19]([CH2:24][O:25][C:26]3[CH:31]=[CH:30][CH:29]=[CH:28][C:27]=3[CH2:32][C:33]([O:35][C:36]([CH3:39])([CH3:38])[CH3:37])=[O:34])[CH:18]=2)[CH:14]=[CH:15][CH:16]=1)[CH3:10])=[O:7])([CH3:4])([CH3:3])[CH3:2].[F:41][CH2:42][CH2:43][NH2:44].C([O-])([O-])=O.[Cs+].[Cs+]. (2) The reactants are: [CH3:1][C:2]1[CH:3]=[C:4]([S:8][CH2:9][CH2:10][C:11]([O:13]C)=[O:12])[CH:5]=[CH:6][CH:7]=1.[OH-].[K+].O. Given the product [CH3:1][C:2]1[CH:3]=[C:4]([S:8][CH2:9][CH2:10][C:11]([OH:13])=[O:12])[CH:5]=[CH:6][CH:7]=1, predict the reactants needed to synthesize it. (3) Given the product [C:28]([N:1]1[CH2:6][CH2:5][CH2:4][CH:3]([C:7]2[CH:15]=[CH:14][C:13]([C:16]([NH2:18])=[O:17])=[C:12]3[C:8]=2[CH:9]=[CH:10][NH:11]3)[CH2:2]1)(=[O:31])[CH:29]=[CH2:30], predict the reactants needed to synthesize it. The reactants are: [NH:1]1[CH2:6][CH2:5][CH2:4][CH:3]([C:7]2[CH:15]=[CH:14][C:13]([C:16]([NH2:18])=[O:17])=[C:12]3[C:8]=2[CH:9]=[CH:10][NH:11]3)[CH2:2]1.C(N(C(C)C)C(C)C)C.[C:28](Cl)(=[O:31])[CH:29]=[CH2:30]. (4) Given the product [CH3:19][C:20]1[N:24]([CH:25]2[CH2:30][CH2:29][NH:28][CH2:27][CH2:26]2)[N:23]=[CH:22][N:21]=1, predict the reactants needed to synthesize it. The reactants are: CS(OC1CCN(C(OC(C)(C)C)=O)CC1)(=O)=O.[CH3:19][C:20]1[N:24]([CH:25]2[CH2:30][CH2:29][N:28](C(OC(C)(C)C)=O)[CH2:27][CH2:26]2)[N:23]=[CH:22][N:21]=1. (5) Given the product [CH2:23]([NH:15][C@@H:10]1[CH2:11][CH2:12][CH2:13][CH2:14][C@@H:9]1[NH:8][C:6]([O:5][C:1]([CH3:4])([CH3:2])[CH3:3])=[O:7])[C:24]1[CH:29]=[CH:28][CH:27]=[CH:26][CH:25]=1, predict the reactants needed to synthesize it. The reactants are: [C:1]([O:5][C:6]([NH:8][C@@H:9]1[CH2:14][CH2:13][CH2:12][CH2:11][C@@H:10]1[NH2:15])=[O:7])([CH3:4])([CH3:3])[CH3:2].C(N(CC)CC)C.[CH2:23](Br)[C:24]1[CH:29]=[CH:28][CH:27]=[CH:26][CH:25]=1. (6) Given the product [ClH:1].[C:10]([CH2:9][C:7]1[N:8]=[C:3]([CH2:2][S:14][C:13](=[NH:12])[NH2:15])[CH:4]=[CH:5][CH:6]=1)#[N:11], predict the reactants needed to synthesize it. The reactants are: [Cl:1][CH2:2][C:3]1[N:8]=[C:7]([CH2:9][C:10]#[N:11])[CH:6]=[CH:5][CH:4]=1.[NH2:12][C:13]([NH2:15])=[S:14]. (7) The reactants are: C([O:3][C:4]([C:6]1[CH:10]=[C:9]([CH3:11])[N:8]([CH2:12][C:13]2[CH:18]=[C:17]([Cl:19])[CH:16]=[CH:15][C:14]=2[O:20][CH2:21][C:22]2[CH:27]=[CH:26][C:25]([Cl:28])=[CH:24][CH:23]=2)[N:7]=1)=O)C.[H-].[H-].[H-].[H-].[Li+].[Al+3].CCOCC.[OH-].[Na+]. Given the product [Cl:19][C:17]1[CH:16]=[CH:15][C:14]([O:20][CH2:21][C:22]2[CH:23]=[CH:24][C:25]([Cl:28])=[CH:26][CH:27]=2)=[C:13]([CH:18]=1)[CH2:12][N:8]1[C:9]([CH3:11])=[CH:10][C:6]([CH2:4][OH:3])=[N:7]1, predict the reactants needed to synthesize it.